From a dataset of Full USPTO retrosynthesis dataset with 1.9M reactions from patents (1976-2016). Predict the reactants needed to synthesize the given product. (1) Given the product [NH:1]([C:8]1[C:10]2[C:18]3[N:17]([CH3:19])[N:16]=[C:15]([C:20]([O:22][CH2:23][CH3:24])=[O:21])[C:14]=3[CH2:13][CH2:12][C:11]=2[NH:28][N:27]=1)[C:2]1[CH:7]=[CH:6][CH:5]=[CH:4][CH:3]=1, predict the reactants needed to synthesize it. The reactants are: [NH:1]([C:8]([CH:10]1[C:18]2[N:17]([CH3:19])[N:16]=[C:15]([C:20]([O:22][CH2:23][CH3:24])=[O:21])[C:14]=2[CH2:13][CH2:12][C:11]1=O)=S)[C:2]1[CH:7]=[CH:6][CH:5]=[CH:4][CH:3]=1.O.[NH2:27][NH2:28]. (2) Given the product [CH3:61][C:58]1[N:5]=[C:6]([NH:9][C:10](=[O:30])[C@@H:11]([N:16]2[CH2:20][C:19]([O:21][C:22]3[CH:27]=[CH:26][CH:25]=[CH:24][C:23]=3[Cl:28])=[CH:18][C:17]2=[O:29])[CH2:12][CH:13]([CH3:15])[CH3:14])[S:60][N:59]=1, predict the reactants needed to synthesize it. The reactants are: OC(C)(C)CN1C=C[C:6]([NH:9][C:10](=[O:30])[C@@H:11]([N:16]2[CH2:20][C:19]([O:21][C:22]3[CH:27]=[CH:26][CH:25]=[CH:24][C:23]=3[Cl:28])=[CH:18][C:17]2=[O:29])[CH2:12][CH:13]([CH3:15])[CH3:14])=[N:5]1.Cl.CN(C)CCCN=C=NCC.ON1C2C=CC=CC=2N=N1.NC1[S:60][N:59]=[C:58]([CH3:61])N=1. (3) Given the product [C:20]([C:12]1[CH:11]=[C:10]2[C:15]([CH2:16][C@H:17]([O:18][CH3:19])[C@@H:8]([NH:7][CH2:6][CH2:5][CH:4]([CH2:27][C@H:28]3[CH2:33][CH2:32][C@H:31]([OH:34])[CH2:30][CH2:29]3)[C:3]([OH:35])=[O:2])[C:9]2([CH2:23][CH3:24])[CH2:25][CH3:26])=[CH:14][CH:13]=1)(=[O:22])[NH2:21], predict the reactants needed to synthesize it. The reactants are: C[O:2][C:3](=[O:35])[CH:4]([CH2:27][C@H:28]1[CH2:33][CH2:32][C@H:31]([OH:34])[CH2:30][CH2:29]1)[CH2:5][CH2:6][NH:7][C@@H:8]1[C@@H:17]([O:18][CH3:19])[CH2:16][C:15]2[C:10](=[CH:11][C:12]([C:20](=[O:22])[NH2:21])=[CH:13][CH:14]=2)[C:9]1([CH2:25][CH3:26])[CH2:23][CH3:24].O.[OH-].[Na+]. (4) Given the product [N:14]1([CH2:20][CH2:21][NH:22][C:2]2[S:3][C:4]3[CH:10]=[C:9]([N+:11]([O-:13])=[O:12])[CH:8]=[CH:7][C:5]=3[N:6]=2)[CH2:19][CH2:18][O:17][CH2:16][CH2:15]1, predict the reactants needed to synthesize it. The reactants are: Cl[C:2]1[S:3][C:4]2[CH:10]=[C:9]([N+:11]([O-:13])=[O:12])[CH:8]=[CH:7][C:5]=2[N:6]=1.[N:14]1([CH2:20][CH2:21][NH2:22])[CH2:19][CH2:18][O:17][CH2:16][CH2:15]1. (5) Given the product [NH2:16][C:4]1[CH:3]=[C:2]([Cl:1])[CH:15]=[CH:14][C:5]=1[O:6][C:7]1[CH:8]=[CH:9][C:10]([OH:13])=[CH:11][CH:12]=1, predict the reactants needed to synthesize it. The reactants are: [Cl:1][C:2]1[CH:15]=[CH:14][C:5]([O:6][C:7]2[CH:12]=[CH:11][C:10]([OH:13])=[CH:9][CH:8]=2)=[C:4]([N+:16]([O-])=O)[CH:3]=1.C(=O)([O-])[O-].[Na+].[Na+]. (6) Given the product [NH2:15][C:13]1[CH:14]=[C:6]([O:5][CH2:4][CH2:3][O:2][CH3:1])[CH:7]=[C:8]2[C:12]=1[N:11]([C:18]([O:20][C:21]([CH3:22])([CH3:24])[CH3:23])=[O:19])[CH:10]([C:25]([O:27][CH2:28][CH3:29])=[O:26])[CH2:9]2, predict the reactants needed to synthesize it. The reactants are: [CH3:1][O:2][CH2:3][CH2:4][O:5][C:6]1[CH:7]=[C:8]2[C:12](=[C:13]([N+:15]([O-])=O)[CH:14]=1)[N:11]([C:18]([O:20][C:21]([CH3:24])([CH3:23])[CH3:22])=[O:19])[C:10]([C:25]([O:27][CH2:28][CH3:29])=[O:26])=[CH:9]2. (7) Given the product [F:1][C:2]1[CH:7]=[CH:6][C:5]([O:8][CH3:9])=[CH:4][C:3]=1[C:10]1[CH:15]=[CH:14][C:13]([C:16]([OH:18])=[O:17])=[CH:12][C:11]=1[C:20]([O:22][CH3:23])=[O:21], predict the reactants needed to synthesize it. The reactants are: [F:1][C:2]1[CH:7]=[CH:6][C:5]([O:8][CH3:9])=[CH:4][C:3]=1[C:10]1[C:11]([C:20]([O:22][CH3:23])=[O:21])=[CH:12][C:13]([C:16]([O:18]C)=[O:17])=[CH:14][CH:15]=1.C1COCC1.CO.[OH-].[K+].